This data is from Full USPTO retrosynthesis dataset with 1.9M reactions from patents (1976-2016). The task is: Predict the reactants needed to synthesize the given product. (1) Given the product [OH:11][C:8]1[CH:9]=[CH:10][C:5]([OH:4])=[CH:6][C:7]=1[C:15]1[N:34]([CH2:26][CH2:27][C:28]2[CH:33]=[CH:32][CH:31]=[CH:30][CH:29]=2)[C:17](=[O:25])[C:18]2[C:19](=[CH:21][CH:22]=[CH:23][CH:24]=2)[N:20]=1, predict the reactants needed to synthesize it. The reactants are: C([O:4][C:5]1[CH:10]=[CH:9][C:8]([O:11]C(=O)C)=[C:7]([C:15]2O[C:17](=[O:25])[C:18]3[CH:24]=[CH:23][CH:22]=[CH:21][C:19]=3[N:20]=2)[CH:6]=1)(=O)C.[CH2:26]([NH2:34])[CH2:27][C:28]1[CH:33]=[CH:32][CH:31]=[CH:30][CH:29]=1. (2) Given the product [OH:2][C:3]1[CH:12]=[C:11]2[C:6]([C:7]([C:31]3[CH:32]=[CH:33][CH:34]=[CH:35][CH:36]=3)=[N:8][N:9]=[C:10]2[NH:13][CH:14]2[CH2:15][CH2:16][N:17]([CH2:20][C:21]3[CH:30]=[CH:29][C:28]4[C:23](=[CH:24][CH:25]=[CH:26][CH:27]=4)[CH:22]=3)[CH2:18][CH2:19]2)=[CH:5][CH:4]=1, predict the reactants needed to synthesize it. The reactants are: C[O:2][C:3]1[CH:12]=[C:11]2[C:6]([C:7]([C:31]3[CH:36]=[CH:35][CH:34]=[CH:33][CH:32]=3)=[N:8][N:9]=[C:10]2[NH:13][CH:14]2[CH2:19][CH2:18][N:17]([CH2:20][C:21]3[CH:30]=[CH:29][C:28]4[C:23](=[CH:24][CH:25]=[CH:26][CH:27]=4)[CH:22]=3)[CH2:16][CH2:15]2)=[CH:5][CH:4]=1.Cl.[NH+]1C=CC=CC=1.[OH-].[Na+]. (3) The reactants are: [Cl:1][C:2]1[CH:3]=[C:4]([CH:24]=[CH:25][C:26]=1[Cl:27])[CH2:5][N:6]1[CH2:11][CH2:10][O:9][C@@H:8]([CH2:12][N:13]2C(=O)C3C(=CC=CC=3)C2=O)[CH2:7]1.NN. Given the product [NH2:13][CH2:12][C@@H:8]1[O:9][CH2:10][CH2:11][N:6]([CH2:5][C:4]2[CH:24]=[CH:25][C:26]([Cl:27])=[C:2]([Cl:1])[CH:3]=2)[CH2:7]1, predict the reactants needed to synthesize it. (4) The reactants are: [N+:1]([C:4]1[CH:9]=[CH:8][C:7]([N:10]2[CH2:15][CH2:14][NH:13][CH2:12][CH2:11]2)=[CH:6][CH:5]=1)([O-])=O.Br[CH2:17][CH2:18][CH2:19][N:20]1C(=O)C2=CC=CC=C2[C:21]1=[O:30].C(=O)([O-])[O-].[K+].[K+].O.NN.C[Si]([N:44]=C=O)(C)C. Given the product [NH2:1][C:4]1[CH:9]=[CH:8][C:7]([N:10]2[CH2:15][CH2:14][N:13]([CH2:17][CH2:18][CH2:19][NH:20][C:21]([NH2:44])=[O:30])[CH2:12][CH2:11]2)=[CH:6][CH:5]=1, predict the reactants needed to synthesize it. (5) Given the product [CH:44]([O-:46])=[O:45].[Br:1][C:2]1[CH:3]=[C:4]([CH:5]=[CH:6][CH:7]=1)[NH:8][C:9]1[C:18]2[C:13](=[CH:14][CH:15]=[C:16]([NH:19][C:20](=[O:30])/[CH:21]=[CH:22]/[CH2:23][N+:24]3([CH2:42][C:35]4[N:34]([CH3:41])[CH:33]=[N:37][C:36]=4[N+:38]([O-:40])=[O:39])[CH2:29][CH2:28][O:27][CH2:26][CH2:25]3)[CH:17]=2)[N:12]=[CH:11][N:10]=1, predict the reactants needed to synthesize it. The reactants are: [Br:1][C:2]1[CH:3]=[C:4]([NH:8][C:9]2[C:18]3[C:13](=[CH:14][CH:15]=[C:16]([NH:19][C:20](=[O:30])/[CH:21]=[CH:22]/[CH2:23][N:24]4[CH2:29][CH2:28][O:27][CH2:26][CH2:25]4)[CH:17]=3)[N:12]=[CH:11][N:10]=2)[CH:5]=[CH:6][CH:7]=1.BrC[C:33]1[N:34]([CH3:41])[CH:35]=[C:36]([N+:38]([O-:40])=[O:39])[N:37]=1.[CH3:42]O.[CH:44]([OH:46])=[O:45].O. (6) Given the product [Cl:11][C:9]1[N:12]([C:13]2[CH:18]=[CH:17][CH:16]=[CH:15][CH:14]=2)[CH:7]([NH2:8])[N:6]=[C:5]([N:2]([CH3:3])[CH3:1])[CH:10]=1, predict the reactants needed to synthesize it. The reactants are: [CH3:1][NH:2][CH3:3].Cl[C:5]1[CH:10]=[C:9]([Cl:11])[N:8]=[C:7]([NH:12][C:13]2[CH:18]=[CH:17][CH:16]=[CH:15][CH:14]=2)[N:6]=1. (7) Given the product [CH:1]([C:4]1[O:8][C:7]([C@H:9]2[CH2:10][CH2:11][C@H:12]([NH:37][C:40](=[O:25])[O:46][C:42]([CH3:45])([CH3:44])[CH3:43])[CH2:13][CH2:14]2)=[N:6][N:5]=1)([CH3:2])[CH3:3], predict the reactants needed to synthesize it. The reactants are: [CH:1]([C:4]1[O:8][C:7]([C@H:9]2[CH2:14][CH2:13][C@H:12](C(O)=O)[CH2:11][CH2:10]2)=[N:6][N:5]=1)([CH3:3])[CH3:2].C1(P(N=[N+]=[N-])(C2C=CC=CC=2)=[O:25])C=CC=CC=1.C([N:37]([CH2:40]C)CC)C.[C:42]([OH:46])([CH3:45])([CH3:44])[CH3:43].